This data is from Reaction yield outcomes from USPTO patents with 853,638 reactions. The task is: Predict the reaction yield, written as a fraction of the theoretical maximum amount of product (1.0 means a 100% yield; for example, 0.34 means a 34% yield). (1) The reactants are C([O:4][CH2:5][C:6]1[C:11](B2OC(C)(C)C(C)(C)O2)=[CH:10][CH:9]=[CH:8][C:7]=1[N:21]1[CH2:29][C:28]2[C:23](=[CH:24][CH:25]=[C:26]([C:30]([CH3:33])([CH3:32])[CH3:31])[CH:27]=2)[C:22]1=[O:34])(=O)C.Br[C:36]1[N:37]=[C:38]([NH:44][C:45]2[CH:46]=[N:47][CH:48]=[CH:49][CH:50]=2)[C:39](=[O:43])[N:40]([CH3:42])[CH:41]=1.C(=O)([O-])[O-].[Na+].[Na+].C(=O)([O-])[O-].[K+].[K+]. The product is [C:30]([C:26]1[CH:27]=[C:28]2[C:23](=[CH:24][CH:25]=1)[C:22](=[O:34])[N:21]([C:7]1[CH:8]=[CH:9][CH:10]=[C:11]([C:36]3[N:37]=[C:38]([NH:44][C:45]4[CH:46]=[N:47][CH:48]=[CH:49][CH:50]=4)[C:39](=[O:43])[N:40]([CH3:42])[CH:41]=3)[C:6]=1[CH2:5][OH:4])[CH2:29]2)([CH3:33])([CH3:32])[CH3:31]. The yield is 0.270. The catalyst is CO.C1C=CC([P]([Pd]([P](C2C=CC=CC=2)(C2C=CC=CC=2)C2C=CC=CC=2)([P](C2C=CC=CC=2)(C2C=CC=CC=2)C2C=CC=CC=2)[P](C2C=CC=CC=2)(C2C=CC=CC=2)C2C=CC=CC=2)(C2C=CC=CC=2)C2C=CC=CC=2)=CC=1.O.O1CCOCC1. (2) The reactants are [NH2:1]/[C:2](=[N:14]\[OH:15])/[CH:3]1[CH2:6][N:5]([C:7]([O:9][C:10]([CH3:13])([CH3:12])[CH3:11])=[O:8])[CH2:4]1.[CH3:16][CH2:17]N(C(C)C)C(C)C.C(Cl)(=O)C. The catalyst is C(#N)C. The product is [CH3:16][C:17]1[O:15][N:14]=[C:2]([CH:3]2[CH2:4][N:5]([C:7]([O:9][C:10]([CH3:12])([CH3:11])[CH3:13])=[O:8])[CH2:6]2)[N:1]=1. The yield is 0.550.